Predict the reaction yield, written as a fraction of the theoretical maximum amount of product (1.0 means a 100% yield; for example, 0.34 means a 34% yield). From a dataset of Reaction yield outcomes from USPTO patents with 853,638 reactions. The yield is 0.750. The product is [C:17]1([CH:16]([O:1][C:2]2[CH:7]=[CH:6][CH:5]=[CH:4][CH:3]=2)[CH:15]=[CH2:14])[CH:22]=[CH:21][CH:20]=[CH:19][CH:18]=1. No catalyst specified. The reactants are [O-:1][C:2]1[CH:7]=[CH:6][CH:5]=[CH:4][CH:3]=1.[Na+].C(=O)(O[CH2:14][CH:15]=[CH:16][C:17]1[CH:22]=[CH:21][CH:20]=[CH:19][CH:18]=1)OCC.